From a dataset of CYP1A2 inhibition data for predicting drug metabolism from PubChem BioAssay. Regression/Classification. Given a drug SMILES string, predict its absorption, distribution, metabolism, or excretion properties. Task type varies by dataset: regression for continuous measurements (e.g., permeability, clearance, half-life) or binary classification for categorical outcomes (e.g., BBB penetration, CYP inhibition). Dataset: cyp1a2_veith. The compound is O=C(Nc1cccc(OC(=O)c2cccnc2)c1)c1cccnc1. The result is 1 (inhibitor).